This data is from NCI-60 drug combinations with 297,098 pairs across 59 cell lines. The task is: Regression. Given two drug SMILES strings and cell line genomic features, predict the synergy score measuring deviation from expected non-interaction effect. (1) Drug 1: C1=CC(=CC=C1CCCC(=O)O)N(CCCl)CCCl. Drug 2: CC1=C(C=C(C=C1)C(=O)NC2=CC(=CC(=C2)C(F)(F)F)N3C=C(N=C3)C)NC4=NC=CC(=N4)C5=CN=CC=C5. Cell line: RXF 393. Synergy scores: CSS=11.8, Synergy_ZIP=-3.55, Synergy_Bliss=-1.56, Synergy_Loewe=-4.78, Synergy_HSA=-4.06. (2) Drug 1: C1CC(=O)NC(=O)C1N2C(=O)C3=CC=CC=C3C2=O. Drug 2: C1CCC(C(C1)N)N.C(=O)(C(=O)[O-])[O-].[Pt+4]. Cell line: HCT116. Synergy scores: CSS=25.1, Synergy_ZIP=-6.77, Synergy_Bliss=-3.40, Synergy_Loewe=-31.6, Synergy_HSA=-4.32. (3) Drug 1: CC=C1C(=O)NC(C(=O)OC2CC(=O)NC(C(=O)NC(CSSCCC=C2)C(=O)N1)C(C)C)C(C)C. Drug 2: CC12CCC3C(C1CCC2O)C(CC4=C3C=CC(=C4)O)CCCCCCCCCS(=O)CCCC(C(F)(F)F)(F)F. Cell line: SK-MEL-28. Synergy scores: CSS=17.8, Synergy_ZIP=-6.28, Synergy_Bliss=2.82, Synergy_Loewe=-19.3, Synergy_HSA=3.48. (4) Drug 1: C1=CC(=CC=C1CCC2=CNC3=C2C(=O)NC(=N3)N)C(=O)NC(CCC(=O)O)C(=O)O. Drug 2: COC1=C2C(=CC3=C1OC=C3)C=CC(=O)O2. Cell line: SN12C. Synergy scores: CSS=23.9, Synergy_ZIP=1.84, Synergy_Bliss=1.94, Synergy_Loewe=-15.4, Synergy_HSA=-0.146. (5) Drug 1: C1CN(CCN1C(=O)CCBr)C(=O)CCBr. Drug 2: C1CNP(=O)(OC1)N(CCCl)CCCl. Cell line: NCI-H460. Synergy scores: CSS=47.2, Synergy_ZIP=0.640, Synergy_Bliss=-2.29, Synergy_Loewe=-29.5, Synergy_HSA=-3.50. (6) Drug 1: CCC(=C(C1=CC=CC=C1)C2=CC=C(C=C2)OCCN(C)C)C3=CC=CC=C3.C(C(=O)O)C(CC(=O)O)(C(=O)O)O. Drug 2: COC1=C2C(=CC3=C1OC=C3)C=CC(=O)O2. Cell line: T-47D. Synergy scores: CSS=0.167, Synergy_ZIP=-0.783, Synergy_Bliss=5.26, Synergy_Loewe=-1.30, Synergy_HSA=1.05.